The task is: Predict the reactants needed to synthesize the given product.. This data is from Full USPTO retrosynthesis dataset with 1.9M reactions from patents (1976-2016). (1) Given the product [C:1]([C:3]1[CH:10]=[CH:9][C:6]([CH2:7][NH:12][CH2:13][C:14]([O:16][C:17]([CH3:20])([CH3:19])[CH3:18])=[O:15])=[C:5]([F:11])[CH:4]=1)#[N:2], predict the reactants needed to synthesize it. The reactants are: [C:1]([C:3]1[CH:10]=[CH:9][C:6]([CH2:7]Br)=[C:5]([F:11])[CH:4]=1)#[N:2].[NH2:12][CH2:13][C:14]([O:16][C:17]([CH3:20])([CH3:19])[CH3:18])=[O:15]. (2) Given the product [CH:8]([C:10]1[CH:11]=[CH:12][C:13]([OH:19])=[C:14]([CH:18]=1)[C:15]([O:17][CH3:1])=[O:16])=[O:9], predict the reactants needed to synthesize it. The reactants are: [CH3:1][Si](C=[N+]=[N-])(C)C.[CH:8]([C:10]1[CH:18]=[C:14]([C:15]([OH:17])=[O:16])[C:13]([OH:19])=[CH:12][CH:11]=1)=[O:9]. (3) Given the product [N:1]1([C:13]([O:15][C:16]([CH3:19])([CH3:18])[CH3:17])=[O:12])[CH2:2][CH2:3][CH:4]([C:5]([O:7][CH2:8][CH3:9])=[O:6])[CH2:10][CH2:11]1, predict the reactants needed to synthesize it. The reactants are: [NH:1]1[CH2:11][CH2:10][CH:4]([C:5]([O:7][CH2:8][CH3:9])=[O:6])[CH2:3][CH2:2]1.[O:12](C(OC(C)(C)C)=O)[C:13]([O:15][C:16]([CH3:19])([CH3:18])[CH3:17])=O. (4) Given the product [CH3:18][O:12][C:11](=[O:13])[C:6]1[C:5]([O:4][CH:1]([CH3:3])[CH3:2])=[CH:10][CH:9]=[CH:8][N:7]=1, predict the reactants needed to synthesize it. The reactants are: [CH:1]([O:4][C:5]1[C:6]([C:11]([OH:13])=[O:12])=[N:7][CH:8]=[CH:9][CH:10]=1)([CH3:3])[CH3:2].S(Cl)(Cl)=O.[CH3:18]O. (5) The reactants are: [Cl:1][C:2]1[N:7]=[C:6](Cl)[CH:5]=[C:4]([C:9]2[CH:14]=[CH:13][CH:12]=[CH:11][CH:10]=2)[N:3]=1.C1(C)C=CC(S(O)(=O)=O)=CC=1.[CH:26]1([C:29]([NH2:32])([CH3:31])[CH3:30])[CH2:28][CH2:27]1.C([O-])([O-])=O.[K+].[K+]. Given the product [Cl:1][C:2]1[N:7]=[C:6]([NH:32][C:29]([CH:26]2[CH2:28][CH2:27]2)([CH3:31])[CH3:30])[CH:5]=[C:4]([C:9]2[CH:14]=[CH:13][CH:12]=[CH:11][CH:10]=2)[N:3]=1, predict the reactants needed to synthesize it. (6) Given the product [Cl:25][C:22]1[CH:23]=[CH:24][C:19]([C:7]2[N:8]([CH2:11][C:12]3[CH:17]=[CH:16][CH:15]=[C:14]([F:18])[CH:13]=3)[C:9](=[O:10])[N:5]([CH2:4][C:3]([OH:28])=[O:2])[N:6]=2)=[C:20]([O:26][CH3:27])[CH:21]=1, predict the reactants needed to synthesize it. The reactants are: C[O:2][C:3](=[O:28])[CH2:4][N:5]1[C:9](=[O:10])[N:8]([CH2:11][C:12]2[CH:17]=[CH:16][CH:15]=[C:14]([F:18])[CH:13]=2)[C:7]([C:19]2[CH:24]=[CH:23][C:22]([Cl:25])=[CH:21][C:20]=2[O:26][CH3:27])=[N:6]1.[OH-].[Li+].O. (7) Given the product [NH:2]1[C:6]2[CH:7]=[CH:8][CH:9]=[CH:10][C:5]=2[N:4]=[C:3]1[C@H:11]([NH:21][C:32]([NH:31][CH:23]1[CH2:24][C:25]2[C:30](=[CH:29][CH:28]=[CH:27][CH:26]=2)[CH2:22]1)=[O:33])[CH2:12][C:13]1[CH:18]=[CH:17][C:16]([O:19][CH3:20])=[CH:15][CH:14]=1, predict the reactants needed to synthesize it. The reactants are: Cl.[NH:2]1[C:6]2[CH:7]=[CH:8][CH:9]=[CH:10][C:5]=2[N:4]=[C:3]1[C@H:11]([NH2:21])[CH2:12][C:13]1[CH:18]=[CH:17][C:16]([O:19][CH3:20])=[CH:15][CH:14]=1.[CH2:22]1[C:30]2[C:25](=[CH:26][CH:27]=[CH:28][CH:29]=2)[CH2:24][CH:23]1[NH2:31].[C:32](O)(C(F)(F)F)=[O:33]. (8) Given the product [N+:24]([C:21]1[CH:22]=[CH:23][C:18]([N:5]2[CH:6]=[N:7][C:8]3[C:4]2=[N:3][CH:2]=[N:1][C:9]=3[NH2:10])=[CH:19][CH:20]=1)([O-:26])=[O:25], predict the reactants needed to synthesize it. The reactants are: [N:1]1[C:9]([NH2:10])=[C:8]2[C:4]([N:5]=[CH:6][NH:7]2)=[N:3][CH:2]=1.CC(C)([O-])C.[K+].F[C:18]1[CH:23]=[CH:22][C:21]([N+:24]([O-:26])=[O:25])=[CH:20][CH:19]=1.